This data is from Full USPTO retrosynthesis dataset with 1.9M reactions from patents (1976-2016). The task is: Predict the reactants needed to synthesize the given product. (1) Given the product [CH3:39][O:38][C:36](=[O:37])[CH2:35][N:24]1[CH2:23][CH2:22][C:21]2[C:26](=[CH:27][C:18]([NH:17][C:16](=[O:28])[C:12]3[CH:13]=[CH:14][CH:15]=[C:10]([CH2:9][NH:8][C:6](=[O:7])[C:5]4[CH:29]=[CH:30][C:31]([O:32][CH3:33])=[C:3]([O:2][CH3:1])[CH:4]=4)[CH:11]=3)=[CH:19][CH:20]=2)[CH2:25]1, predict the reactants needed to synthesize it. The reactants are: [CH3:1][O:2][C:3]1[CH:4]=[C:5]([CH:29]=[CH:30][C:31]=1[O:32][CH3:33])[C:6]([NH:8][CH2:9][C:10]1[CH:15]=[CH:14][CH:13]=[C:12]([C:16](=[O:28])[NH:17][C:18]2[CH:27]=[C:26]3[C:21]([CH2:22][CH2:23][NH:24][CH2:25]3)=[CH:20][CH:19]=2)[CH:11]=1)=[O:7].Br[CH2:35][C:36]([O:38][CH3:39])=[O:37].C([O-])([O-])=O.[K+].[K+]. (2) Given the product [O:20]=[C:15]1[S:16][N:9]=[C:7]([C:6]2[CH:5]=[C:4]([CH:12]=[CH:11][CH:10]=2)[C:3]([O:2][CH3:1])=[O:13])[O:8]1, predict the reactants needed to synthesize it. The reactants are: [CH3:1][O:2][C:3](=[O:13])[C:4]1[CH:12]=[CH:11][CH:10]=[C:6]([C:7]([NH2:9])=[O:8])[CH:5]=1.Cl[C:15](Cl)(Cl)[S:16]Cl.[OH2:20]. (3) Given the product [C:35]([O:34][C:32](=[O:33])[NH:31][C:30]1[C:25]([CH2:24][N:13]([CH2:12][C:5]2[CH:6]=[CH:7][C:8]([CH2:10][NH2:11])=[CH:9][C:4]=2[CH2:3][OH:2])[CH:14]2[C:23]3[N:22]=[CH:21][CH:20]=[CH:19][C:18]=3[CH2:17][CH2:16][CH2:15]2)=[N:26][CH:27]=[CH:28][CH:29]=1)([CH3:38])([CH3:36])[CH3:37], predict the reactants needed to synthesize it. The reactants are: C[O:2][C:3](=O)[C:4]1[CH:9]=[C:8]([C:10]#[N:11])[CH:7]=[CH:6][C:5]=1[CH2:12][N:13]([CH2:24][C:25]1[C:30]([NH:31][C:32]([O:34][C:35]([CH3:38])([CH3:37])[CH3:36])=[O:33])=[CH:29][CH:28]=[CH:27][N:26]=1)[CH:14]1[C:23]2[N:22]=[CH:21][CH:20]=[CH:19][C:18]=2[CH2:17][CH2:16][CH2:15]1.[H-].[H-].[H-].[H-].[Li+].[Al+3].C(C(C(C([O-])=O)O)O)([O-])=O.C(Cl)Cl. (4) Given the product [F:20][C:21]([F:23])([F:22])[C:2]1[C:3]([C:8]2[CH:19]=[CH:18][C:11]3[C:12]([NH:33][C:30]4[CH:31]=[CH:32][C:27]([S:24]([C:21]([F:23])([F:22])[F:20])(=[O:25])=[O:26])=[CH:28][CH:29]=4)=[N:13][S:14](=[O:16])(=[O:15])[C:10]=3[CH:9]=2)=[N:4][CH:5]=[CH:6][CH:7]=1, predict the reactants needed to synthesize it. The reactants are: Cl[C:2]1[C:3]([C:8]2[CH:19]=[CH:18][C:11]3[C:12](O)=[N:13][S:14](=[O:16])(=[O:15])[C:10]=3[CH:9]=2)=[N:4][CH:5]=[CH:6][CH:7]=1.[F:20][C:21]([S:24]([C:27]1[CH:32]=[CH:31][C:30]([NH2:33])=[CH:29][CH:28]=1)(=[O:26])=[O:25])([F:23])[F:22].C(C1C=CC(N)=CC=1)(C)(C)C.